From a dataset of Full USPTO retrosynthesis dataset with 1.9M reactions from patents (1976-2016). Predict the reactants needed to synthesize the given product. (1) Given the product [C:19]1([C:28]2[CH:29]=[CH:30][CH:31]=[CH:32][CH:33]=2)[CH:24]=[CH:23][CH:22]=[C:21]([C:9]2[C:8]3[C:17]4=[C:16]5[C:5](=[CH:6][CH:7]=3)[CH:4]=[CH:3][C:2]([Br:1])=[C:15]5[CH:14]=[CH:13][C:12]4=[CH:11][CH:10]=2)[CH:20]=1, predict the reactants needed to synthesize it. The reactants are: [Br:1][C:2]1[C:15]2[C:16]3=[C:17]4[C:12](=[CH:13][CH:14]=2)[CH:11]=[CH:10][C:9](Br)=[C:8]4[CH:7]=[CH:6][C:5]3=[CH:4][CH:3]=1.[C:19]1([C:28]2[CH:33]=[CH:32][CH:31]=[CH:30][CH:29]=2)[CH:24]=[CH:23][CH:22]=[C:21](B(O)O)[CH:20]=1.C([O-])([O-])=O.[K+].[K+]. (2) The reactants are: [CH3:1][C:2]1[C:6]2[CH:7]=[CH:8][C:9]([C:11]([F:14])([F:13])[F:12])=[CH:10][C:5]=2[S:4][C:3]=1[CH:15]([CH2:30][CH2:31][CH2:32][CH3:33])[CH2:16][CH2:17][S:18][C:19]1[S:20][CH:21]=[C:22]([CH2:24][C:25]([O:27]CC)=[O:26])[N:23]=1.[OH-].[Na+]. Given the product [CH3:1][C:2]1[C:6]2[CH:7]=[CH:8][C:9]([C:11]([F:13])([F:14])[F:12])=[CH:10][C:5]=2[S:4][C:3]=1[CH:15]([CH2:30][CH2:31][CH2:32][CH3:33])[CH2:16][CH2:17][S:18][C:19]1[S:20][CH:21]=[C:22]([CH2:24][C:25]([OH:27])=[O:26])[N:23]=1, predict the reactants needed to synthesize it. (3) Given the product [NH3:4].[F:1][C:2]1[CH:3]=[N:4][C:5]([O:11][C:12]2[CH:17]=[CH:16][CH:15]=[C:14]([S:18][CH3:19])[CH:13]=2)=[C:6]([CH:10]=1)[C:7]([NH:28][C@H:29]1[CH2:34][CH2:33][C@@H:32]([OH:35])[CH2:31][CH2:30]1)=[O:9], predict the reactants needed to synthesize it. The reactants are: [F:1][C:2]1[CH:3]=[N:4][C:5]([O:11][C:12]2[CH:17]=[CH:16][CH:15]=[C:14]([S:18][CH3:19])[CH:13]=2)=[C:6]([CH:10]=1)[C:7]([OH:9])=O.C(N(CC)CC)C.Cl.[NH2:28][C@@H:29]1[CH2:34][CH2:33][C@H:32]([OH:35])[CH2:31][CH2:30]1.Cl.CN(C)CCCN=C=NCC.ON1C2C=CC=CC=2N=N1. (4) Given the product [CH2:38]([O:37][C:36]([C:2]1[N:3]=[C:4]([C:10]2[C:19]3[C:14](=[CH:15][CH:16]=[CH:17][CH:18]=3)[CH:13]=[CH:12][CH:11]=2)[N:5]([CH2:8][CH3:9])[CH:6]=1)=[O:40])[CH3:39], predict the reactants needed to synthesize it. The reactants are: Br[C:2]1[N:3]=[C:4]([C:10]2[C:19]3[C:14](=[CH:15][CH:16]=[CH:17][CH:18]=3)[CH:13]=[CH:12][CH:11]=2)[N:5]([CH2:8][CH3:9])[C:6]=1Br.[Li]CCCC.CCCCCC.Cl[Si](C)(C)C.[C:36](=O)([O:40]CC)[O:37][CH2:38][CH3:39].[F-].C([N+](CCCC)(CCCC)CCCC)CCC.